This data is from Full USPTO retrosynthesis dataset with 1.9M reactions from patents (1976-2016). The task is: Predict the reactants needed to synthesize the given product. (1) Given the product [O:8]1[CH2:9][CH2:1][O:2][C:3]2=[C:4]([C:24]3[CH:25]=[CH:26][C:21]([C:20]#[C:19][Si:16]([CH3:15])([CH3:18])[CH3:17])=[CH:22][CH:23]=3)[S:5][CH:6]=[C:7]12, predict the reactants needed to synthesize it. The reactants are: [CH2:1]1[CH2:9][O:8][C:7]2[C:3](=[CH:4][S:5][CH:6]=2)[O:2]1.C([Li])CCC.[CH3:15][Si:16]([C:19]#[C:20][C:21]1[CH:26]=[CH:25][C:24](I)=[CH:23][CH:22]=1)([CH3:18])[CH3:17]. (2) Given the product [OH:34][C@@:27]1([C:25]#[C:26][C:2]2[CH:3]=[CH:4][C:5]3[O:11][CH2:10][CH2:9][N:8]4[C:12]([C:18]([NH:20][CH:21]([CH3:23])[CH3:22])=[O:19])=[C:13]([C:15]([NH2:17])=[O:16])[N:14]=[C:7]4[C:6]=3[CH:24]=2)[CH2:31][CH2:30][N:29]([CH3:32])[C:28]1=[O:33], predict the reactants needed to synthesize it. The reactants are: Br[C:2]1[CH:3]=[CH:4][C:5]2[O:11][CH2:10][CH2:9][N:8]3[C:12]([C:18]([NH:20][CH:21]([CH3:23])[CH3:22])=[O:19])=[C:13]([C:15]([NH2:17])=[O:16])[N:14]=[C:7]3[C:6]=2[CH:24]=1.[C:25]([C@:27]1([OH:34])[CH2:31][CH2:30][N:29]([CH3:32])[C:28]1=[O:33])#[CH:26]. (3) Given the product [CH3:1][C:2]1[CH:11]=[CH:10][C:9]2[C:4](=[CH:5][CH:6]=[C:7]([C:12]#[N:14])[CH:8]=2)[N:3]=1, predict the reactants needed to synthesize it. The reactants are: [CH3:1][C:2]1[CH:11]=[CH:10][C:9]2[C:4](=[CH:5][CH:6]=[C:7]([C:12]([NH2:14])=O)[CH:8]=2)[N:3]=1.C(N(CC)CC)C.FC(F)(F)C(OC(=O)C(F)(F)F)=O.C(=O)(O)[O-].[Na+]. (4) Given the product [Cl:1][C:2]1[CH:3]=[C:4]([CH:25]=[CH:26][C:27]=1[Cl:28])[O:5][C:6]1[CH:11]=[CH:10][CH:9]=[CH:8][C:7]=1[NH:12][S:13]([C:16]1[CH:24]=[CH:23][C:19]([C:20]([N:39]2[CH2:38][CH2:37][CH:36]([CH2:35][CH2:34][N:29]3[CH2:33][CH2:32][CH2:31][CH2:30]3)[CH2:41][CH2:40]2)=[O:22])=[CH:18][CH:17]=1)(=[O:15])=[O:14], predict the reactants needed to synthesize it. The reactants are: [Cl:1][C:2]1[CH:3]=[C:4]([CH:25]=[CH:26][C:27]=1[Cl:28])[O:5][C:6]1[CH:11]=[CH:10][CH:9]=[CH:8][C:7]=1[NH:12][S:13]([C:16]1[CH:24]=[CH:23][C:19]([C:20]([OH:22])=O)=[CH:18][CH:17]=1)(=[O:15])=[O:14].[N:29]1([CH2:34][CH2:35][CH:36]2[CH2:41][CH2:40][NH:39][CH2:38][CH2:37]2)[CH2:33][CH2:32][CH2:31][CH2:30]1. (5) The reactants are: Cl[C:2]1[C:7]([N+:8]([O-:10])=[O:9])=[CH:6][CH:5]=[C:4]([O:11][CH3:12])[N:3]=1.[CH3:13][S-:14].[Na+]. Given the product [CH3:12][O:11][C:4]1[N:3]=[C:2]([S:14][CH3:13])[C:7]([N+:8]([O-:10])=[O:9])=[CH:6][CH:5]=1, predict the reactants needed to synthesize it. (6) Given the product [CH3:22][O:21][CH2:20][CH2:19][NH:17][CH2:16][C:10]1([C:7]2[CH:8]=[CH:9][C:4]([N+:1]([O-:3])=[O:2])=[CH:5][CH:6]=2)[CH2:15][CH2:14][O:13][CH2:12][CH2:11]1, predict the reactants needed to synthesize it. The reactants are: [N+:1]([C:4]1[CH:9]=[CH:8][C:7]([C:10]2([CH2:16][NH2:17])[CH2:15][CH2:14][O:13][CH2:12][CH2:11]2)=[CH:6][CH:5]=1)([O-:3])=[O:2].Br[CH2:19][CH2:20][O:21][CH3:22]. (7) Given the product [C:33]1([CH2:32][S:31][C:20]2[N:21]=[C:22]([NH:23][C@H:24]([CH2:25][CH:26]([CH3:28])[CH3:27])[CH2:29][OH:30])[C:17]3[S:16][C:15]([NH:14][CH:11]4[CH2:10][CH2:9][NH:8][CH2:13][CH2:12]4)=[N:39][C:18]=3[N:19]=2)[CH:34]=[CH:35][CH:36]=[CH:37][CH:38]=1, predict the reactants needed to synthesize it. The reactants are: C(OC([N:8]1[CH2:13][CH2:12][CH:11]([NH:14][C:15]2[S:16][C:17]3[C:22]([NH:23][C@@H:24]([CH2:29][OH:30])[CH2:25][CH:26]([CH3:28])[CH3:27])=[N:21][C:20]([S:31][CH2:32][C:33]4[CH:38]=[CH:37][CH:36]=[CH:35][CH:34]=4)=[N:19][C:18]=3[N:39]=2)[CH2:10][CH2:9]1)=O)(C)(C)C.FC(F)(F)C(O)=O.C(=O)([O-])[O-].[K+].[K+].[OH-].[Na+]. (8) Given the product [C:21]([N:28]1[CH2:29][CH2:30][N:31]([CH:8]([C:10]2[CH:15]=[CH:14][CH:13]=[CH:12][CH:11]=2)[C:5]2[CH:6]=[CH:7][CH:2]=[CH:3][CH:4]=2)[CH2:32][CH2:33]1)([O:23][C:24]([CH3:27])([CH3:26])[CH3:25])=[O:22], predict the reactants needed to synthesize it. The reactants are: Br[C:2]1[CH:7]=[CH:6][C:5]([CH:8]([C:10]2[CH:15]=[CH:14][C:13](Br)=[CH:12][CH:11]=2)O)=[CH:4][CH:3]=1.S(Cl)(Cl)=O.[C:21]([N:28]1[CH2:33][CH2:32][NH:31][CH2:30][CH2:29]1)([O:23][C:24]([CH3:27])([CH3:26])[CH3:25])=[O:22]. (9) Given the product [C:1]([OH:6])(=[O:5])[C@@H:2]([CH3:4])[OH:3].[C:7]([OH:12])(=[O:11])[C@H:8]([CH3:10])[OH:9].[CH:16]([OH:17])([OH:3])[CH2:15][CH2:14][CH3:13], predict the reactants needed to synthesize it. The reactants are: [C:1]([OH:6])(=[O:5])[C@H:2]([CH3:4])[OH:3].[C:7]([OH:12])(=[O:11])[C@@H:8]([CH3:10])[OH:9].[CH2:13](O)[CH2:14][CH2:15][CH2:16][OH:17].[Sn+2].